Dataset: Reaction yield outcomes from USPTO patents with 853,638 reactions. Task: Predict the reaction yield, written as a fraction of the theoretical maximum amount of product (1.0 means a 100% yield; for example, 0.34 means a 34% yield). (1) The reactants are C[O-].[Na+].O1CCCC1.[CH:9]1([N:12]2[C:17](=[O:18])[C:16]3[C:19]([NH:26][C:27]4[CH:28]=[C:29]([NH:33][S:34]([CH3:37])(=[O:36])=[O:35])[CH:30]=[CH:31][CH:32]=4)=[C:20]([CH3:25])[C:21](=[O:24])[N:22]([CH3:23])[C:15]=3[N:14]([C:38]3[CH:43]=[CH:42][C:41]([I:44])=[CH:40][C:39]=3[F:45])[C:13]2=[O:46])[CH2:11][CH2:10]1.C(O)(=O)C. The catalyst is CO. The product is [CH:9]1([N:12]2[C:17](=[O:18])[C:16]3=[C:15]([NH:14][C:38]4[CH:43]=[CH:42][C:41]([I:44])=[CH:40][C:39]=4[F:45])[N:22]([CH3:23])[C:21](=[O:24])[C:20]([CH3:25])=[C:19]3[N:26]([C:27]3[CH:28]=[C:29]([NH:33][S:34]([CH3:37])(=[O:36])=[O:35])[CH:30]=[CH:31][CH:32]=3)[C:13]2=[O:46])[CH2:10][CH2:11]1. The yield is 0.930. (2) The reactants are [CH2:1]([O:8][C:9]1[C:10]([C:29](O)=[O:30])=[N:11][C:12]([CH2:16][C:17]2([C:22]3[CH:27]=[CH:26][C:25]([Cl:28])=[CH:24][CH:23]=3)[CH2:21][CH2:20][CH2:19][CH2:18]2)=[N:13][C:14]=1[OH:15])[C:2]1[CH:7]=[CH:6][CH:5]=[CH:4][CH:3]=1.[Si:32]([O:39][CH2:40][CH2:41][NH:42][C:43]1[CH:48]=[CH:47][CH:46]=[CH:45][CH:44]=1)([C:35]([CH3:38])([CH3:37])[CH3:36])([CH3:34])[CH3:33].O=P(Cl)(Cl)Cl.C(O)CO.C(=O)=O. The catalyst is N1C=CC=CC=1.O. The product is [CH2:1]([O:8][C:9]1[C:10]([C:29]([N:42]([CH2:41][CH2:40][O:39][Si:32]([C:35]([CH3:38])([CH3:37])[CH3:36])([CH3:33])[CH3:34])[C:43]2[CH:48]=[CH:47][CH:46]=[CH:45][CH:44]=2)=[O:30])=[N:11][C:12]([CH2:16][C:17]2([C:22]3[CH:27]=[CH:26][C:25]([Cl:28])=[CH:24][CH:23]=3)[CH2:21][CH2:20][CH2:19][CH2:18]2)=[N:13][C:14]=1[OH:15])[C:2]1[CH:3]=[CH:4][CH:5]=[CH:6][CH:7]=1. The yield is 0.937. (3) The reactants are [F:1][C:2]1[C:7]2[O:8][CH2:9][O:10][C:6]=2[CH:5]=[C:4]([CH:11]=[O:12])[CH:3]=1.[BH4-].[Na+]. The catalyst is CO. The product is [F:1][C:2]1[C:7]2[O:8][CH2:9][O:10][C:6]=2[CH:5]=[C:4]([CH2:11][OH:12])[CH:3]=1. The yield is 0.980. (4) The reactants are Cl[C:2]1[CH:7]=[CH:6][CH:5]=[C:4]([Cl:8])[N:3]=1.[NH:9]1[CH2:14][CH2:13][CH2:12][CH2:11][CH2:10]1.C([O-])([O-])=O.[Cs+].[Cs+]. The catalyst is CN(C=O)C. The product is [Cl:8][C:4]1[CH:5]=[CH:6][CH:7]=[C:2]([N:9]2[CH2:14][CH2:13][CH2:12][CH2:11][CH2:10]2)[N:3]=1. The yield is 0.720. (5) The reactants are [N+:1]([O-:4])(O)=[O:2].[I:5][C:6]1[CH:15]=[CH:14][N:13]=[C:12]2[C:7]=1[CH2:8][CH2:9][CH2:10][NH:11]2.[OH-].[Na+]. The catalyst is S(=O)(=O)(O)O. The product is [I:5][C:6]1[C:15]([N+:1]([O-:4])=[O:2])=[CH:14][N:13]=[C:12]2[C:7]=1[CH2:8][CH2:9][CH2:10][NH:11]2. The yield is 0.430. (6) The reactants are [Cl:1][C:2]1[C:10]2[N:9]=[C:8]3[N:11]([C:15]4[CH:20]=[CH:19][C:18]([Cl:21])=[CH:17][C:16]=4[Cl:22])[CH2:12][CH2:13][CH2:14][N:7]3[C:6]=2[C:5]([CH:23]([OH:26])[CH2:24][CH3:25])=[CH:4][CH:3]=1.[OH:27][C:28]([CH3:34])([CH3:33])[CH2:29][C:30](O)=[O:31].C(N(CC)CC)C.Cl.C(N=C=NCCCN(C)C)C. The catalyst is CN(C)C1C=CN=CC=1.O1CCCC1.O. The product is [OH:27][C:28]([CH3:34])([CH3:33])[CH2:29][C:30]([O:26][CH:23]([C:5]1[C:6]2[N:7]3[CH2:14][CH2:13][CH2:12][N:11]([C:15]4[CH:20]=[CH:19][C:18]([Cl:21])=[CH:17][C:16]=4[Cl:22])[C:8]3=[N:9][C:10]=2[C:2]([Cl:1])=[CH:3][CH:4]=1)[CH2:24][CH3:25])=[O:31]. The yield is 0.410. (7) The reactants are [Cl:1][C:2]1[N:10]=[CH:9][C:8]([F:11])=[CH:7][C:3]=1[C:4]([NH2:6])=O.ClCCl.C(N(CC)CC)C.FC(F)(F)C(OC(=O)C(F)(F)F)=O. The catalyst is O. The product is [Cl:1][C:2]1[N:10]=[CH:9][C:8]([F:11])=[CH:7][C:3]=1[C:4]#[N:6]. The yield is 0.920. (8) The reactants are [C:1](N1C=CN=C1)(N1C=CN=C1)=[O:2].[NH2:13][C:14]1[S:15][C:16]2[CH:22]=[CH:21][CH:20]=[CH:19][C:17]=2[N:18]=1.[CH3:23][C:24]1[C:25]([CH2:31][N:32]([CH2:39][C:40]2[C:45]([CH:46]([CH3:48])[CH3:47])=[CH:44][CH:43]=[CH:42][N:41]=2)[CH:33]2[CH2:38][CH2:37][NH:36][CH2:35][CH2:34]2)=[N:26][CH:27]=[C:28]([CH3:30])[CH:29]=1. The catalyst is C(Cl)Cl. The product is [S:15]1[C:16]2[CH:22]=[CH:21][CH:20]=[CH:19][C:17]=2[N:18]=[C:14]1[NH:13][C:1]([N:36]1[CH2:37][CH2:38][CH:33]([N:32]([CH2:31][C:25]2[C:24]([CH3:23])=[CH:29][C:28]([CH3:30])=[CH:27][N:26]=2)[CH2:39][C:40]2[C:45]([CH:46]([CH3:48])[CH3:47])=[CH:44][CH:43]=[CH:42][N:41]=2)[CH2:34][CH2:35]1)=[O:2]. The yield is 0.500. (9) The reactants are CCN(C(C)C)C(C)C.Cl.[NH2:11][C@@H:12]([CH2:17][CH:18]=[CH2:19])[C:13]([O:15][CH3:16])=[O:14].[CH2:20]([CH:23]([CH2:27][CH2:28][CH3:29])[C:24](O)=[O:25])[CH2:21][CH3:22].C(Cl)CCl.C1C=CC2N(O)N=NC=2C=1.Cl. The catalyst is CN(C=O)C. The product is [CH2:20]([CH:23]([CH2:27][CH2:28][CH3:29])[C:24]([NH:11][C@@H:12]([CH2:17][CH:18]=[CH2:19])[C:13]([O:15][CH3:16])=[O:14])=[O:25])[CH2:21][CH3:22]. The yield is 1.00.